Dataset: NCI-60 drug combinations with 297,098 pairs across 59 cell lines. Task: Regression. Given two drug SMILES strings and cell line genomic features, predict the synergy score measuring deviation from expected non-interaction effect. Drug 1: CC(C)NC(=O)C1=CC=C(C=C1)CNNC.Cl. Drug 2: C1CN(P(=O)(OC1)NCCCl)CCCl. Cell line: K-562. Synergy scores: CSS=-11.5, Synergy_ZIP=7.00, Synergy_Bliss=-8.25, Synergy_Loewe=-31.2, Synergy_HSA=-30.3.